This data is from CYP3A4 inhibition data for predicting drug metabolism from PubChem BioAssay. The task is: Regression/Classification. Given a drug SMILES string, predict its absorption, distribution, metabolism, or excretion properties. Task type varies by dataset: regression for continuous measurements (e.g., permeability, clearance, half-life) or binary classification for categorical outcomes (e.g., BBB penetration, CYP inhibition). Dataset: cyp3a4_veith. (1) The molecule is N[C@@H](Cc1ncccn1)C(=O)O. The result is 0 (non-inhibitor). (2) The drug is CCCCNC(=O)CSc1nc2cc(OC)c(OC)cc2c(=O)n1Cc1ccc(OC)cc1. The result is 1 (inhibitor). (3) The molecule is O=[N+]([O-])c1ccc(N/N=C\c2cccn2-c2ccccc2)nc1. The result is 0 (non-inhibitor). (4) The result is 0 (non-inhibitor). The compound is Nc1nc(C(F)(F)F)cc(=O)n1/N=C/c1cccc(Oc2ncccn2)c1. (5) The result is 0 (non-inhibitor). The molecule is COc1ncc2ncc(=O)n(C[C@H]3CCCO3)c2n1. (6) The molecule is COc1cccc(NC(=S)N(CCc2nc3cc(C)c(C)cc3[nH]2)Cc2cccnc2)c1. The result is 1 (inhibitor).